Dataset: Forward reaction prediction with 1.9M reactions from USPTO patents (1976-2016). Task: Predict the product of the given reaction. (1) Given the reactants Br[CH2:2][C:3]([C:5]1[CH:25]=[CH:24][C:8]([O:9][CH2:10][CH2:11][CH2:12][CH2:13][CH2:14][O:15][C:16]2[CH:23]=[CH:22][C:19]([C:20]#[N:21])=[CH:18][CH:17]=2)=[CH:7][CH:6]=1)=O.[NH2:26][C:27]([NH2:29])=[S:28], predict the reaction product. The product is: [NH2:29][C:27]1[S:28][CH:2]=[C:3]([C:5]2[CH:25]=[CH:24][C:8]([O:9][CH2:10][CH2:11][CH2:12][CH2:13][CH2:14][O:15][C:16]3[CH:23]=[CH:22][C:19]([C:20]#[N:21])=[CH:18][CH:17]=3)=[CH:7][CH:6]=2)[N:26]=1. (2) Given the reactants [C:1]([O:5][C:6]([N:8]1[CH2:13][CH2:12][CH2:11][C@H:10]([C:14]([OH:16])=O)[CH2:9]1)=[O:7])([CH3:4])([CH3:3])[CH3:2].CN(C(ON1N=NC2C=CC=NC1=2)=[N+](C)C)C.F[P-](F)(F)(F)(F)F.C(N(C(C)C)CC)(C)C.[CH2:50]([CH2:52][NH2:53])[OH:51], predict the reaction product. The product is: [C:1]([O:5][C:6]([N:8]1[CH2:13][CH2:12][CH2:11][C@H:10]([C:14](=[O:16])[NH:53][CH2:52][CH2:50][OH:51])[CH2:9]1)=[O:7])([CH3:2])([CH3:3])[CH3:4]. (3) The product is: [CH:14]1([C:20]#[C:21][C:2]2[S:3][CH:4]=[CH:5][N:6]=2)[CH2:19][CH2:18][CH2:17][CH2:16][CH2:15]1. Given the reactants Br[C:2]1[S:3][CH:4]=[CH:5][N:6]=1.C(N(CC)CC)C.[CH:14]1([C:20]#[CH:21])[CH2:19][CH2:18][CH2:17][CH2:16][CH2:15]1.CCCCCC, predict the reaction product. (4) Given the reactants [Cl:1][C:2]1[CH:7]=[C:6]([C:8]2[C:17]3[C:12](=[CH:13][CH:14]=[CH:15][CH:16]=3)[CH:11]=[CH:10][CH:9]=2)[CH:5]=[CH:4][C:3]=1[C:18]([N:20]1[C:26]2[CH:27]=[CH:28][CH:29]=[CH:30][C:25]=2[CH2:24][N:23]2[C:31]([C:34]([OH:36])=O)=[CH:32][CH:33]=[C:22]2[CH2:21]1)=[O:19].[OH:37][CH2:38][CH2:39][N:40]1[CH2:45][CH2:44][NH:43][CH2:42][CH2:41]1, predict the reaction product. The product is: [Cl:1][C:2]1[CH:7]=[C:6]([C:8]2[C:17]3[C:12](=[CH:13][CH:14]=[CH:15][CH:16]=3)[CH:11]=[CH:10][CH:9]=2)[CH:5]=[CH:4][C:3]=1[C:18]([N:20]1[C:26]2[CH:25]=[CH:30][CH:29]=[CH:28][C:27]=2[CH2:24][N:23]2[C:31]([C:34]([N:43]3[CH2:44][CH2:45][N:40]([CH2:39][CH2:38][OH:37])[CH2:41][CH2:42]3)=[O:36])=[CH:32][CH:33]=[C:22]2[CH2:21]1)=[O:19]. (5) Given the reactants [NH2:1][C:2]1[CH:7]=[CH:6][CH:5]=[CH:4][C:3]=1[C:8]1[NH:9][C:10]2[C:15]([CH:16]=1)=[CH:14][CH:13]=[CH:12][CH:11]=2.[C:17](O)(=[O:25])[C:18]1[C:19](=[CH:21][CH:22]=[CH:23][CH:24]=1)[OH:20], predict the reaction product. The product is: [OH:20][C:19]1[CH:21]=[CH:22][CH:23]=[CH:24][C:18]=1[C:17]([NH:1][C:2]1[CH:7]=[CH:6][CH:5]=[CH:4][C:3]=1[C:8]1[NH:9][C:10]2[C:15]([CH:16]=1)=[CH:14][CH:13]=[CH:12][CH:11]=2)=[O:25]. (6) Given the reactants [CH3:1][C@@:2]12[C:10]3[NH:11][C:12]4[CH:13]=[CH:14][CH:15]=[C:16]([C:18]([O:20]C)=O)[C:17]=4[C:9]=3[C:8](=O)[CH2:7][N:6]1[CH2:5][CH2:4][CH2:3]2.C(O)(=O)C.O.[NH2:28][NH2:29].O, predict the reaction product. The product is: [CH3:1][C@:2]12[CH2:3][CH2:4][CH2:5][N:6]1[CH2:7][C:8]1[C:9]3[C:17]4[C:16]([C:18](=[O:20])[NH:28][N:29]=1)=[CH:15][CH:14]=[CH:13][C:12]=4[NH:11][C:10]=32. (7) Given the reactants [C:1]([CH:3]1[CH2:6][N:5]([C:7](=[O:40])[C@H:8]([NH:10][C:11]([C:13]2[C:21]3[C:16](=[N:17][CH:18]=[C:19]([C:22]4[S:30][C:29]5[C:24](=[N:25][CH:26]=[CH:27][C:28]=5Cl)[CH:23]=4)[N:20]=3)[N:15](COCC[Si](C)(C)C)[CH:14]=2)=[O:12])[CH3:9])[CH2:4]1)#[N:2].C(C1CN(C(=O)[C@H](NC([C:55]2[C:63]3[C:58](=NC=C(C4SC5C(=NC=CC=5Cl)C=4)N=3)[N:57](COCC[Si](C)(C)C)[CH:56]=2)=O)C2CC2)C1)#N, predict the reaction product. The product is: [C:1]([CH:3]1[CH2:6][N:5]([C:7](=[O:40])[C@H:8]([NH:10][C:11]([C:13]2[C:21]3[C:16](=[N:17][CH:18]=[C:19]([C:22]4[S:30][C:29]5[C:24](=[N:25][CH:26]=[CH:27][C:28]=5[N:57]5[CH2:58][CH2:63][CH2:55][CH2:56]5)[CH:23]=4)[N:20]=3)[NH:15][CH:14]=2)=[O:12])[CH3:9])[CH2:4]1)#[N:2].